Dataset: Full USPTO retrosynthesis dataset with 1.9M reactions from patents (1976-2016). Task: Predict the reactants needed to synthesize the given product. (1) Given the product [CH2:7]([N:14]1[CH2:19][CH2:18][N:17]([C:39](=[O:40])[C:38]2[CH:37]=[C:36]([C:35]([F:50])([F:49])[F:34])[CH:44]=[C:43]([C:45]([F:48])([F:47])[F:46])[CH:42]=2)[C@H:16]([CH2:21][C:22]2[CH:27]=[CH:26][C:25]([OH:28])=[C:24]([O:29][CH3:30])[CH:23]=2)[CH2:15]1)[C:8]1[CH:9]=[CH:10][CH:11]=[CH:12][CH:13]=1.[F:34][C:35]([F:50])([F:49])[C:36]1[CH:37]=[C:38]([CH:42]=[C:43]([C:45]([F:48])([F:47])[F:46])[CH:44]=1)[C:39]([O-:20])=[O:40], predict the reactants needed to synthesize it. The reactants are: [H-].[Al+3].[Li+].[H-].[H-].[H-].[CH2:7]([N:14]1[CH2:19][C:18](=[O:20])[NH:17][C@H:16]([CH2:21][C:22]2[CH:27]=[CH:26][C:25]([OH:28])=[C:24]([O:29][CH3:30])[CH:23]=2)[C:15]1=O)[C:8]1[CH:13]=[CH:12][CH:11]=[CH:10][CH:9]=1.[OH-].[Na+].[F:34][C:35]([F:50])([F:49])[C:36]1[CH:37]=[C:38]([CH:42]=[C:43]([C:45]([F:48])([F:47])[F:46])[CH:44]=1)[C:39](Cl)=[O:40]. (2) Given the product [C:15]([O:8][CH:5]1[CH2:6][CH2:7][C:2](=[O:1])[CH2:3][CH2:4]1)(=[O:22])[C:16]1[CH:21]=[CH:20][CH:19]=[CH:18][CH:17]=1, predict the reactants needed to synthesize it. The reactants are: [OH:1][CH:2]1[CH2:7][CH2:6][C:5](=[O:8])[CH2:4][CH2:3]1.N1C=CC=CC=1.[C:15](Cl)(=[O:22])[C:16]1[CH:21]=[CH:20][CH:19]=[CH:18][CH:17]=1. (3) Given the product [C:17]([O:20][C:21](=[O:22])[NH:13][C:12]1[CH:14]=[CH:15][C:9]([Br:8])=[CH:10][CH:11]=1)([CH3:19])([CH3:18])[CH3:16], predict the reactants needed to synthesize it. The reactants are: C(N(CC)CC)C.[Br:8][C:9]1[CH:15]=[CH:14][C:12]([NH2:13])=[CH:11][CH:10]=1.[CH3:16][C:17]([O:20][C:21](O[C:21]([O:20][C:17]([CH3:19])([CH3:18])[CH3:16])=[O:22])=[O:22])([CH3:19])[CH3:18]. (4) Given the product [CH3:1][O:2][C:3]([C:5]1[C:6](=[O:17])[S:7][C:8]2[C:13]([C:14]=1[OH:15])=[CH:12][CH:11]=[C:10]([C:21]1[CH:22]=[N:23][CH:24]=[C:19]([F:18])[CH:20]=1)[CH:9]=2)=[O:4], predict the reactants needed to synthesize it. The reactants are: [CH3:1][O:2][C:3]([C:5]1[C:6](=[O:17])[S:7][C:8]2[C:13]([C:14]=1[OH:15])=[CH:12][CH:11]=[C:10](Br)[CH:9]=2)=[O:4].[F:18][C:19]1[CH:20]=[C:21](B(O)O)[CH:22]=[N:23][CH:24]=1.